From a dataset of Reaction yield outcomes from USPTO patents with 853,638 reactions. Predict the reaction yield, written as a fraction of the theoretical maximum amount of product (1.0 means a 100% yield; for example, 0.34 means a 34% yield). (1) The reactants are [CH3:1][O:2][C:3]1[CH:4]=[C:5]([C:11]([C:13]2[CH:18]=[CH:17][CH:16]=[CH:15][C:14]=2[O:19][CH3:20])=O)[CH:6]=[C:7]([O:9][CH3:10])[CH:8]=1.C(OP([CH2:29][C:30]#[N:31])(=O)OCC)C.C[Si]([N-][Si](C)(C)C)(C)C.[Li+].O1C2C=CC(C(C3C=C(OC)C=C(OC)C=3)=CC#N)=CC=2OCC1. The catalyst is C1COCC1. The product is [CH3:1][O:2][C:3]1[CH:4]=[C:5]([C:11]([C:13]2[CH:18]=[CH:17][CH:16]=[CH:15][C:14]=2[O:19][CH3:20])=[CH:29][C:30]#[N:31])[CH:6]=[C:7]([O:9][CH3:10])[CH:8]=1. The yield is 0.700. (2) The reactants are Cl[C:2]1[C:11]2[C:6](=[CH:7][C:8]([O:30][CH3:31])=[C:9]([O:12][C@@H:13]3[CH2:18][CH2:17][N:16](C(OC(C)(C)C)=O)[C@H:15]([C:26]([O:28][CH3:29])=[O:27])[CH2:14]3)[CH:10]=2)[N:5]=[CH:4][N:3]=1.[Cl:32][C:33]1[C:34]([F:40])=[C:35]([CH:37]=[CH:38][CH:39]=1)[NH2:36].Cl. The catalyst is CC#N.O1CCOCC1. The product is [Cl:32][C:33]1[C:34]([F:40])=[C:35]([NH:36][C:2]2[C:11]3[C:6](=[CH:7][C:8]([O:30][CH3:31])=[C:9]([O:12][C@@H:13]4[CH2:18][CH2:17][NH:16][C@H:15]([C:26]([O:28][CH3:29])=[O:27])[CH2:14]4)[CH:10]=3)[N:5]=[CH:4][N:3]=2)[CH:37]=[CH:38][CH:39]=1. The yield is 0.690.